This data is from Forward reaction prediction with 1.9M reactions from USPTO patents (1976-2016). The task is: Predict the product of the given reaction. (1) Given the reactants Br[CH2:2][CH:3]1[O:8][C:7]2[CH:9]=[C:10]([S:13]([C:16]([F:19])([F:18])[F:17])(=[O:15])=[O:14])[CH:11]=[CH:12][C:6]=2[CH2:5][O:4]1.[CH2:20]([NH2:23])[CH2:21][CH3:22].C(=O)([O-])[O-].[K+].[K+], predict the reaction product. The product is: [F:17][C:16]([F:19])([F:18])[S:13]([C:10]1[CH:11]=[CH:12][C:6]2[CH2:5][O:4][CH:3]([CH2:2][NH:23][CH2:20][CH2:21][CH3:22])[O:8][C:7]=2[CH:9]=1)(=[O:15])=[O:14]. (2) Given the reactants BrC1C=CC(O)=C(C2(O)C3C(=CC=CC=3)N(CCCCC)C2=O)C=1.[CH2:25]([O:27][C:28](=[O:51])[CH2:29][N:30]1[C:38]2[C:33](=[CH:34][CH:35]=[CH:36][CH:37]=2)[C:32](O)([C:39]2[CH:40]=[C:41]3[C:45](=[CH:46][C:47]=2[OH:48])[CH2:44][CH2:43][CH2:42]3)[C:31]1=[O:50])[CH3:26], predict the reaction product. The product is: [CH2:25]([O:27][C:28](=[O:51])[CH2:29][N:30]1[C:38]2[C:33](=[CH:34][CH:35]=[CH:36][CH:37]=2)[CH:32]([C:39]2[CH:40]=[C:41]3[C:45](=[CH:46][C:47]=2[OH:48])[CH2:44][CH2:43][CH2:42]3)[C:31]1=[O:50])[CH3:26]. (3) Given the reactants [C:1]([C:3]1[C:4]([N:18]2[CH2:23][CH2:22][NH:21][CH2:20][CH2:19]2)=[N:5][C:6]([C:14]([F:17])([F:16])[F:15])=[C:7]([CH:13]=1)[C:8]([O:10][CH2:11][CH3:12])=[O:9])#[N:2].[N:24]([C:27]1[CH:32]=[CH:31][C:30]([O:33][CH3:34])=[CH:29][C:28]=1[CH3:35])=[C:25]=[O:26], predict the reaction product. The product is: [C:1]([C:3]1[C:4]([N:18]2[CH2:23][CH2:22][N:21]([C:25](=[O:26])[NH:24][C:27]3[CH:32]=[CH:31][C:30]([O:33][CH3:34])=[CH:29][C:28]=3[CH3:35])[CH2:20][CH2:19]2)=[N:5][C:6]([C:14]([F:15])([F:17])[F:16])=[C:7]([CH:13]=1)[C:8]([O:10][CH2:11][CH3:12])=[O:9])#[N:2]. (4) Given the reactants [H-].[Na+].[OH:3][CH2:4][CH2:5][C:6]1[N:7]([CH2:11][CH2:12][CH2:13][CH2:14][C:15]2[CH:20]=[CH:19][C:18]([OH:21])=[CH:17][CH:16]=2)[CH:8]=[CH:9][N:10]=1.Cl[CH2:23][C:24]1[N:25]=[C:26](/[CH:29]=[CH:30]/[C:31]2[CH:36]=[CH:35][C:34]([F:37])=[CH:33][C:32]=2[F:38])[O:27][CH:28]=1.O, predict the reaction product. The product is: [F:38][C:32]1[CH:33]=[C:34]([F:37])[CH:35]=[CH:36][C:31]=1/[CH:30]=[CH:29]/[C:26]1[O:27][CH:28]=[C:24]([CH2:23][O:21][C:18]2[CH:17]=[CH:16][C:15]([CH2:14][CH2:13][CH2:12][CH2:11][N:7]3[CH:8]=[CH:9][N:10]=[C:6]3[CH2:5][CH2:4][OH:3])=[CH:20][CH:19]=2)[N:25]=1. (5) Given the reactants CS(O[C@@H:6]1[CH2:10][N:9]([C:11]([O:13][C:14]([CH3:17])([CH3:16])[CH3:15])=[O:12])[C@@H:8]([CH2:18][O:19][C:20]2[CH:25]=[CH:24][CH:23]=[CH:22][CH:21]=2)[CH2:7]1)(=O)=O.C([NH:30][N:31]=[N+:32]=[N-])(C)(C)C, predict the reaction product. The product is: [N:30]([C@H:6]1[CH2:10][N:9]([C:11]([O:13][C:14]([CH3:17])([CH3:16])[CH3:15])=[O:12])[C@@H:8]([CH2:18][O:19][C:20]2[CH:25]=[CH:24][CH:23]=[CH:22][CH:21]=2)[CH2:7]1)=[N+:31]=[N-:32]. (6) Given the reactants [Br:1][C:2]1[S:6][C:5]2=[N:7][C:8]([C:10](Cl)=[O:11])=[CH:9][N:4]2[N:3]=1.[NH2:13][C:14]1[C:19]([OH:20])=[CH:18][C:17]([O:21][CH3:22])=[CH:16][C:15]=1[OH:23].C(N(CC)CC)C, predict the reaction product. The product is: [Br:1][C:2]1[S:6][C:5]2=[N:7][C:8]([C:10]([NH:13][C:14]3[C:19]([OH:20])=[CH:18][C:17]([O:21][CH3:22])=[CH:16][C:15]=3[OH:23])=[O:11])=[CH:9][N:4]2[N:3]=1.